Dataset: Catalyst prediction with 721,799 reactions and 888 catalyst types from USPTO. Task: Predict which catalyst facilitates the given reaction. Reactant: [C:1]([O:5][C:6]([N:8]1[CH2:15][CH:14]2[N:16]([C:17](=[O:28])/[CH:18]=[CH:19]/[C:20]3[CH:25]=[CH:24][C:23]([Cl:26])=[CH:22][C:21]=3[NH2:27])[CH:10]([CH2:11][N:12]([CH2:29][C:30]3[CH:35]=[CH:34][C:33]([F:36])=[CH:32][CH:31]=3)[CH2:13]2)[CH2:9]1)=[O:7])([CH3:4])([CH3:3])[CH3:2].CCN(CC)CC.[C:44](Cl)(=[O:46])[CH3:45].C([O-])([O-])=O.[Na+].[Na+]. Product: [C:1]([O:5][C:6]([N:8]1[CH2:9][CH:10]2[N:16]([C:17](=[O:28])/[CH:18]=[CH:19]/[C:20]3[CH:25]=[CH:24][C:23]([Cl:26])=[CH:22][C:21]=3[NH:27][C:44](=[O:46])[CH3:45])[CH:14]([CH2:13][N:12]([CH2:29][C:30]3[CH:31]=[CH:32][C:33]([F:36])=[CH:34][CH:35]=3)[CH2:11]2)[CH2:15]1)=[O:7])([CH3:4])([CH3:2])[CH3:3]. The catalyst class is: 1.